Dataset: NCI-60 drug combinations with 297,098 pairs across 59 cell lines. Task: Regression. Given two drug SMILES strings and cell line genomic features, predict the synergy score measuring deviation from expected non-interaction effect. (1) Drug 1: CC12CCC3C(C1CCC2=O)CC(=C)C4=CC(=O)C=CC34C. Drug 2: CC1=C(C(=O)C2=C(C1=O)N3CC4C(C3(C2COC(=O)N)OC)N4)N. Cell line: SF-295. Synergy scores: CSS=66.6, Synergy_ZIP=-10.4, Synergy_Bliss=-6.11, Synergy_Loewe=-11.2, Synergy_HSA=-3.19. (2) Cell line: NCI-H322M. Drug 2: CC1=C2C(C(=O)C3(C(CC4C(C3C(C(C2(C)C)(CC1OC(=O)C(C(C5=CC=CC=C5)NC(=O)OC(C)(C)C)O)O)OC(=O)C6=CC=CC=C6)(CO4)OC(=O)C)O)C)O. Synergy scores: CSS=-16.4, Synergy_ZIP=7.39, Synergy_Bliss=-2.92, Synergy_Loewe=-12.6, Synergy_HSA=-17.2. Drug 1: C1CC(C1)(C(=O)O)C(=O)O.[NH2-].[NH2-].[Pt+2]. (3) Drug 2: CN1C(=O)N2C=NC(=C2N=N1)C(=O)N. Cell line: COLO 205. Drug 1: C1C(C(OC1N2C=NC3=C(N=C(N=C32)Cl)N)CO)O. Synergy scores: CSS=47.1, Synergy_ZIP=4.67, Synergy_Bliss=3.70, Synergy_Loewe=-27.4, Synergy_HSA=2.71.